From a dataset of hERG Central: cardiac toxicity at 1µM, 10µM, and general inhibition. Predict hERG channel inhibition at various concentrations. The molecule is N#Cc1ccc(NCCc2ccccn2)c([N+](=O)[O-])c1. Results: hERG_inhib (hERG inhibition (general)): blocker.